This data is from Catalyst prediction with 721,799 reactions and 888 catalyst types from USPTO. The task is: Predict which catalyst facilitates the given reaction. (1) Reactant: C([O:8][C:9]1[CH:10]=[CH:11][C:12]([C:35]2[CH2:40][CH2:39][CH2:38][CH2:37][CH:36]=2)=[C:13]([C:15]2[CH2:19][C:18]([CH2:27][C:28]([O:30][C:31]([CH3:34])([CH3:33])[CH3:32])=[O:29])([C:20]([O:22][C:23]([CH3:26])([CH3:25])[CH3:24])=[O:21])[O:17][N:16]=2)[CH:14]=1)C1C=CC=CC=1. Product: [C:31]([O:30][C:28](=[O:29])[CH2:27][C:18]1([C:20]([O:22][C:23]([CH3:26])([CH3:25])[CH3:24])=[O:21])[O:17][N:16]=[C:15]([C:13]2[CH:14]=[C:9]([OH:8])[CH:10]=[CH:11][C:12]=2[CH:35]2[CH2:36][CH2:37][CH2:38][CH2:39][CH2:40]2)[CH2:19]1)([CH3:33])([CH3:34])[CH3:32]. The catalyst class is: 354. (2) Reactant: [CH2:1]([O:8][C:9]1[CH:19]=[CH:18][C:12]2[CH:13]=[C:14]([CH2:16][NH2:17])[O:15][C:11]=2[CH:10]=1)[C:2]1[CH:7]=[CH:6][CH:5]=[CH:4][CH:3]=1.[NH2:20][C:21]1[N:29]=[C:28]([CH2:30][O:31][CH3:32])[CH:27]=[CH:26][C:22]=1[C:23](O)=[O:24].C(N(CC)CC)C.F[P-](F)(F)(F)(F)F.N1(O[P+](N(C)C)(N(C)C)N(C)C)C2C=CC=CC=2N=N1. Product: [NH2:20][C:21]1[N:29]=[C:28]([CH2:30][O:31][CH3:32])[CH:27]=[CH:26][C:22]=1[C:23]([NH:17][CH2:16][C:14]1[O:15][C:11]2[CH:10]=[C:9]([O:8][CH2:1][C:2]3[CH:3]=[CH:4][CH:5]=[CH:6][CH:7]=3)[CH:19]=[CH:18][C:12]=2[CH:13]=1)=[O:24]. The catalyst class is: 145. (3) Reactant: Br[C:2]1[CH:7]=[CH:6][C:5]([Cl:8])=[CH:4][CH:3]=1.C([Li])CCC.[CH3:14][O:15][C:16]1[CH:17]=[C:18]([CH:26]=[CH:27][CH:28]=1)[CH2:19][N:20]1[CH2:24][CH2:23][C:22](=[O:25])[CH2:21]1. Product: [Cl:8][C:5]1[CH:6]=[CH:7][C:2]([C:22]2([OH:25])[CH2:23][CH2:24][N:20]([CH2:19][C:18]3[CH:26]=[CH:27][CH:28]=[C:16]([O:15][CH3:14])[CH:17]=3)[CH2:21]2)=[CH:3][CH:4]=1. The catalyst class is: 7. (4) Reactant: [H-].[Na+].[F:3][C:4]([F:8])([F:7])[CH2:5][OH:6].[CH2:9]([O:11][C:12](=[O:24])[C:13]1[C:18](F)=[CH:17][CH:16]=[C:15]([N+:20]([O-:22])=[O:21])[C:14]=1[NH2:23])[CH3:10].Cl. Product: [CH2:9]([O:11][C:12](=[O:24])[C:13]1[C:18]([O:6][CH2:5][C:4]([F:8])([F:7])[F:3])=[CH:17][CH:16]=[C:15]([N+:20]([O-:22])=[O:21])[C:14]=1[NH2:23])[CH3:10]. The catalyst class is: 1.